Dataset: Reaction yield outcomes from USPTO patents with 853,638 reactions. Task: Predict the reaction yield, written as a fraction of the theoretical maximum amount of product (1.0 means a 100% yield; for example, 0.34 means a 34% yield). (1) The reactants are [Cl:1][C:2]1[C:7]([Cl:8])=[CH:6][C:5]([NH:9][C:10]2[C:19]3[C:14](=[CH:15][C:16]([O:23][CH2:24][CH2:25][O:26][CH2:27][CH2:28][OH:29])=[C:17]([N+:20]([O-:22])=[O:21])[CH:18]=3)[N:13]=[CH:12][N:11]=2)=[C:4]([F:30])[CH:3]=1.ClC1C(Cl)=CC(NC2C3C(=CC(F)=C([N+]([O-])=O)C=3)N=CN=2)=C(F)C=1.C([Si](C)(C)[O:60][CH2:61][CH2:62][O:63][CH2:64][CH2:65][O:66][CH2:67][CH2:68][O:69][CH2:70][CH2:71]OCCOCCO)(C)(C)C.[K]. The catalyst is CS(C)=O. The product is [Cl:1][C:2]1[C:7]([Cl:8])=[CH:6][C:5]([NH:9][C:10]2[C:19]3[C:14](=[CH:15][C:16]([O:23][CH2:24][CH2:25][O:26][CH2:27][CH2:28][O:29][CH2:71][CH2:70][O:69][CH2:68][CH2:67][O:66][CH2:65][CH2:64][O:63][CH2:62][CH2:61][OH:60])=[C:17]([N+:20]([O-:22])=[O:21])[CH:18]=3)[N:13]=[CH:12][N:11]=2)=[C:4]([F:30])[CH:3]=1. The yield is 0.560. (2) The reactants are [OH2:1].[CH2:2]=[CH:3][C:4]1[CH:9]=[CH:8][CH:7]=[CH:6][CH:5]=1. No catalyst specified. The product is [C:4]1([CH:3]([OH:1])[CH3:2])[CH:9]=[CH:8][CH:7]=[CH:6][CH:5]=1. The yield is 1.00. (3) The reactants are FC(F)(F)C(O)=O.[CH:8]([N:11]1[C:15]([C:16]2[N:25]=[C:24]3[N:18]([CH2:19][CH2:20][O:21][C:22]4[CH:29]=[C:28]([CH:30]5[CH2:35][CH2:34][NH:33][CH2:32][CH2:31]5)[CH:27]=[CH:26][C:23]=43)[CH:17]=2)=[N:14][CH:13]=[N:12]1)([CH3:10])[CH3:9].C(=O)([O-])[O-].[K+].[K+].Br[CH2:43][CH2:44][O:45][CH:46]1[CH2:51][CH2:50][CH2:49][CH2:48][O:47]1. The catalyst is CN(C=O)C.C(Cl)Cl. The product is [CH:8]([N:11]1[C:15]([C:16]2[N:25]=[C:24]3[N:18]([CH2:19][CH2:20][O:21][C:22]4[CH:29]=[C:28]([CH:30]5[CH2:35][CH2:34][N:33]([CH2:43][CH2:44][O:45][CH:46]6[CH2:51][CH2:50][CH2:49][CH2:48][O:47]6)[CH2:32][CH2:31]5)[CH:27]=[CH:26][C:23]=43)[CH:17]=2)=[N:14][CH:13]=[N:12]1)([CH3:10])[CH3:9]. The yield is 0.480. (4) The reactants are [C:1]([NH:4][C:5]1[CH:10]=[CH:9][CH:8]=[CH:7][CH:6]=1)(=S)[CH3:2].[C:11]([NH:19][NH2:20])(=O)[C:12]1[CH:17]=[CH:16][CH:15]=[CH:14][CH:13]=1.C(O)CCC. The catalyst is O. The product is [CH3:2][C:1]1[N:4]([C:5]2[CH:10]=[CH:9][CH:8]=[CH:7][CH:6]=2)[C:11]([C:12]2[CH:17]=[CH:16][CH:15]=[CH:14][CH:13]=2)=[N:19][N:20]=1. The yield is 0.180. (5) The reactants are [CH3:1][O:2][C:3]1[CH:4]=[C:5]([CH:16]=[CH:17][C:18]=1[O:19][CH2:20][C:21]1[N:22]=[C:23]([C:27]2[CH:32]=[CH:31][CH:30]=[CH:29][CH:28]=2)[O:24][C:25]=1[CH3:26])[CH2:6][O:7][C:8]1[N:15]=[CH:14][CH:13]=[CH:12][C:9]=1[CH:10]=[O:11].O1CCCC1.C(O)C.[BH4-].[Na+]. The catalyst is O. The product is [CH3:1][O:2][C:3]1[CH:4]=[C:5]([CH:16]=[CH:17][C:18]=1[O:19][CH2:20][C:21]1[N:22]=[C:23]([C:27]2[CH:28]=[CH:29][CH:30]=[CH:31][CH:32]=2)[O:24][C:25]=1[CH3:26])[CH2:6][O:7][C:8]1[C:9]([CH2:10][OH:11])=[CH:12][CH:13]=[CH:14][N:15]=1. The yield is 0.990. (6) The reactants are [NH2:1][C@@H:2]([C:6]1[CH:11]=[CH:10][CH:9]=[CH:8][C:7]=1[CH3:12])[C:3]([OH:5])=[O:4].S(Cl)([Cl:15])=O.[CH3:17]COC(C)=O. The catalyst is CO.CCCCCC. The product is [Cl-:15].[CH3:17][O:4][C:3](=[O:5])[C@H:2]([C:6]1[CH:11]=[CH:10][CH:9]=[CH:8][C:7]=1[CH3:12])[NH3+:1]. The yield is 0.958. (7) The reactants are Cl[C:2]1[CH:3]=[CH:4][C:5]2[N:6]([CH:8]=[C:9]([CH2:11][O:12][C:13]3[CH:18]=[CH:17][C:16]([C:19]4[C:20](=[O:34])[C:21]([CH3:33])([CH3:32])[O:22][C:23]=4[C:24]4[CH:29]=[CH:28][C:27]([O:30][CH3:31])=[CH:26][CH:25]=4)=[CH:15][CH:14]=3)[N:10]=2)[N:7]=1.C(NCC)C.[H][H]. The catalyst is CO.[OH-].[Pd+2].[OH-]. The product is [N:10]1[C:9]([CH2:11][O:12][C:13]2[CH:14]=[CH:15][C:16]([C:19]3[C:20](=[O:34])[C:21]([CH3:32])([CH3:33])[O:22][C:23]=3[C:24]3[CH:29]=[CH:28][C:27]([O:30][CH3:31])=[CH:26][CH:25]=3)=[CH:17][CH:18]=2)=[CH:8][N:6]2[C:5]=1[CH:4]=[CH:3][CH:2]=[N:7]2. The yield is 0.967.